Task: Predict the product of the given reaction.. Dataset: Forward reaction prediction with 1.9M reactions from USPTO patents (1976-2016) (1) Given the reactants [CH3:1][S:2]([C:5]1[CH:10]=[CH:9][C:8]([C:11]2[CH:12]=[CH:13][C:14]3[O:18][CH:17]([CH:19]4[CH2:24][CH2:23][NH:22][CH2:21][CH2:20]4)[CH2:16][C:15]=3[CH:25]=2)=[CH:7][CH:6]=1)(=[O:4])=[O:3].[C:26](=O)([O-])[O:27]C1C=CC([N+]([O-])=O)=CC=1C1CCC1.C(N(C(C)C)C(C)C)C.[O:52]1[CH2:56][CH2:55][CH2:54][CH2:53]1, predict the reaction product. The product is: [CH:56]1([O:52][C:26]([N:22]2[CH2:23][CH2:24][CH:19]([CH:17]3[CH2:16][C:15]4[CH:25]=[C:11]([C:8]5[CH:7]=[CH:6][C:5]([S:2]([CH3:1])(=[O:3])=[O:4])=[CH:10][CH:9]=5)[CH:12]=[CH:13][C:14]=4[O:18]3)[CH2:20][CH2:21]2)=[O:27])[CH2:55][CH2:54][CH2:53]1. (2) Given the reactants [NH2:1][C:2]1[S:3][C:4]([CH:7]2[CH2:12][CH2:11][N:10]([C:13]([O:15][C:16]([CH3:19])([CH3:18])[CH3:17])=[O:14])[CH2:9][CH2:8]2)=[CH:5][N:6]=1.[F:20][C:21]([F:32])([F:31])[C:22](O[C:22](=[O:23])[C:21]([F:32])([F:31])[F:20])=[O:23], predict the reaction product. The product is: [F:20][C:21]([F:32])([F:31])[C:22]([NH:1][C:2]1[S:3][C:4]([CH:7]2[CH2:12][CH2:11][N:10]([C:13]([O:15][C:16]([CH3:19])([CH3:18])[CH3:17])=[O:14])[CH2:9][CH2:8]2)=[CH:5][N:6]=1)=[O:23].